From a dataset of Forward reaction prediction with 1.9M reactions from USPTO patents (1976-2016). Predict the product of the given reaction. Given the reactants [F:1][C:2]1[CH:7]=[C:6]([F:8])[CH:5]=[CH:4][C:3]=1[C@:9]1([CH3:30])[CH2:14][C@H:13]([C:15]2[C:16]([CH3:21])=[N:17][O:18][C:19]=2[CH3:20])[S:12][C:11]([NH:22]C(=O)OC(C)(C)C)=[N:10]1.[C:31]([OH:37])([C:33]([F:36])([F:35])[F:34])=[O:32], predict the reaction product. The product is: [F:1][C:2]1[CH:7]=[C:6]([F:8])[CH:5]=[CH:4][C:3]=1[C@:9]1([CH3:30])[CH2:14][C@H:13]([C:15]2[C:16]([CH3:21])=[N:17][O:18][C:19]=2[CH3:20])[S:12][C:11]([NH2:22])=[N:10]1.[C:31]([OH:37])([C:33]([F:36])([F:35])[F:34])=[O:32].